Dataset: Forward reaction prediction with 1.9M reactions from USPTO patents (1976-2016). Task: Predict the product of the given reaction. Given the reactants [Br:1][C:2]1[CH:3]=[C:4]([CH2:9][C:10]([O:12][CH2:13][CH3:14])=[O:11])[CH:5]=[CH:6][C:7]=1[OH:8].C(=O)([O-])[O-].[K+].[K+], predict the reaction product. The product is: [CH2:9]([O:8][C:7]1[CH:6]=[CH:5][C:4]([CH2:9][C:10]([O:12][CH2:13][CH3:14])=[O:11])=[CH:3][C:2]=1[Br:1])[C:4]1[CH:5]=[CH:6][CH:7]=[CH:2][CH:3]=1.